The task is: Predict the product of the given reaction.. This data is from Forward reaction prediction with 1.9M reactions from USPTO patents (1976-2016). (1) Given the reactants [C:1]1([C:21]2[CH:26]=[CH:25][CH:24]=[CH:23][CH:22]=2)[CH:6]=[CH:5][C:4]([C:7]([N:9]2[CH2:13][C:12](=[N:14][O:15][CH3:16])[CH2:11][C@H:10]2[C:17](=[N:19][OH:20])[NH2:18])=[O:8])=[CH:3][CH:2]=1.[C:27]([O:31][C:32]([N:34]1[CH2:39][CH2:38][N:37]([CH2:40][C:41](O)=O)[CH2:36][CH2:35]1)=[O:33])([CH3:30])([CH3:29])[CH3:28], predict the reaction product. The product is: [C:1]1([C:21]2[CH:26]=[CH:25][CH:24]=[CH:23][CH:22]=2)[CH:2]=[CH:3][C:4]([C:7]([N:9]2[CH2:13][C:12](=[N:14][O:15][CH3:16])[CH2:11][C@H:10]2[C:17]2[N:18]=[C:41]([CH2:40][N:37]3[CH2:38][CH2:39][N:34]([C:32]([O:31][C:27]([CH3:28])([CH3:30])[CH3:29])=[O:33])[CH2:35][CH2:36]3)[O:20][N:19]=2)=[O:8])=[CH:5][CH:6]=1. (2) Given the reactants Cl[C:2]1[N:3]=[N+:4]([O-:16])[C:5]2[CH:14]=[C:13]3[C:9]([CH2:10][CH:11]([CH3:15])[CH2:12]3)=[CH:8][C:6]=2[N:7]=1.[N:17]1([CH2:23][CH2:24][CH2:25][NH2:26])[CH2:22][CH2:21][O:20][CH2:19][CH2:18]1.CCN(CC)CC, predict the reaction product. The product is: [CH3:15][CH:11]1[CH2:10][C:9]2[C:13](=[CH:14][C:5]3[N+:4]([O-:16])=[N:3][C:2]([NH:26][CH2:25][CH2:24][CH2:23][N:17]4[CH2:22][CH2:21][O:20][CH2:19][CH2:18]4)=[N:7][C:6]=3[CH:8]=2)[CH2:12]1. (3) The product is: [F:26][CH:25]([F:27])[C:15]1[N:14]([C:4]2[N:5]=[C:6]([N:8]3[CH2:13][CH2:12][O:11][CH2:10][CH2:9]3)[N:7]=[C:2]([C:30]3[CH:29]=[N:28][CH:33]=[CH:32][CH:31]=3)[N:3]=2)[C:18]2[CH:19]=[CH:20][CH:21]=[C:22]([O:23][CH3:24])[C:17]=2[N:16]=1. Given the reactants Cl[C:2]1[N:7]=[C:6]([N:8]2[CH2:13][CH2:12][O:11][CH2:10][CH2:9]2)[N:5]=[C:4]([N:14]2[C:18]3[CH:19]=[CH:20][CH:21]=[C:22]([O:23][CH3:24])[C:17]=3[N:16]=[C:15]2[CH:25]([F:27])[F:26])[N:3]=1.[N:28]1[CH:33]=[CH:32][CH:31]=[C:30](B(O)O)[CH:29]=1, predict the reaction product.